Task: Regression/Classification. Given a drug SMILES string, predict its absorption, distribution, metabolism, or excretion properties. Task type varies by dataset: regression for continuous measurements (e.g., permeability, clearance, half-life) or binary classification for categorical outcomes (e.g., BBB penetration, CYP inhibition). Dataset: pampa_ncats.. Dataset: PAMPA (Parallel Artificial Membrane Permeability Assay) permeability data from NCATS (1) The drug is CC(C)(C)C1=CC=C(C=C1)S(=O)(=O)C2=CN=C(NC2=O)SCC(=O)NC3=CC(=C(C=C3)F)Cl. The result is 0 (low-to-moderate permeability). (2) The compound is CC1=CC\2=C(C=C1)NC(=O)/C2=C/C3=CC(=C(C(=C3)Cl)O)Cl. The result is 1 (high permeability). (3) The compound is C1=CC(=CC=C1NC(=O)NC2=CC(=C(C=C2)Cl)Cl)Cl. The result is 1 (high permeability). (4) The drug is CCN(CC)S(=O)(=O)C1=CC(=C(C=C1)N2CCOCC2)NC(=O)C3=C(C(=C(N3)C)C(=O)C)C. The result is 1 (high permeability). (5) The compound is CC(C)C[C@H]1C(=O)N2CCC[C@H]2[C@]3(N1C(=O)[C@](O3)(C(C)C)NC(=O)[C@H]4CN([C@@H]5CC6=C(NC7=CC=CC(=C67)C5=C4)Br)C)O. The result is 1 (high permeability). (6) The compound is CC(C)C1=NC2=C(C3=C1COC(C3)(C)C)C4=C(O2)C(=NC=N4)NCCN(C)C. The result is 1 (high permeability). (7) The compound is CC1=C(NC(=C1C(=O)C)C)C(=O)NC2=CC(=CC=C2)[S+](=O)(NC3=CC=CC(=C3)C#N)[O-]. The result is 1 (high permeability).